Dataset: Full USPTO retrosynthesis dataset with 1.9M reactions from patents (1976-2016). Task: Predict the reactants needed to synthesize the given product. (1) Given the product [CH2:11]([C:13]1[S:17][C:16]([C:2]2[C:3]3[S:9][CH:8]=[C:7]([C:6]4[S:5][C:4]([CH2:7][CH3:8])=[CH:3][CH:2]=4)[C:4]=3[S:5][CH:6]=2)=[CH:15][CH:14]=1)[CH3:12], predict the reactants needed to synthesize it. The reactants are: Br[C:2]1[C:3]2[S:9][CH:8]=[C:7](Br)[C:4]=2[S:5][CH:6]=1.[CH2:11]([C:13]1[S:17][C:16]([Sn](C)(C)C)=[CH:15][CH:14]=1)[CH3:12]. (2) Given the product [F:15][C:3]1[CH:4]=[C:5]2[C:9](=[CH:10][C:2]=1[C:21]1[CH:20]=[CH:19][N:18]=[C:17]([CH3:16])[CH:22]=1)[N:8]([CH3:11])[C:7](=[O:12])[C:6]2([CH3:14])[CH3:13], predict the reactants needed to synthesize it. The reactants are: Br[C:2]1[CH:10]=[C:9]2[C:5]([C:6]([CH3:14])([CH3:13])[C:7](=[O:12])[N:8]2[CH3:11])=[CH:4][C:3]=1[F:15].[CH3:16][C:17]1[CH:22]=[C:21](B(O)O)[CH:20]=[CH:19][N:18]=1. (3) Given the product [O:3]1[C:7]2[CH:8]=[CH:9][CH:10]=[C:11]([CH:12]3[CH2:17][CH2:16][N:15]([CH2:18][CH2:19][C@H:20]4[CH2:21][CH2:22][C@H:23]([NH:26][C:27](=[O:30])[CH2:28][CH3:29])[CH2:24][CH2:25]4)[CH2:14][CH2:13]3)[C:6]=2[CH2:5][CH2:4]1, predict the reactants needed to synthesize it. The reactants are: Cl.Cl.[O:3]1[C:7]2[CH:8]=[CH:9][CH:10]=[C:11]([CH:12]3[CH2:17][CH2:16][N:15]([CH2:18][CH2:19][C@H:20]4[CH2:25][CH2:24][C@H:23]([NH2:26])[CH2:22][CH2:21]4)[CH2:14][CH2:13]3)[C:6]=2[CH2:5][CH2:4]1.[C:27](O)(=[O:30])[CH2:28][CH3:29]. (4) The reactants are: [F:1][C:2]1[CH:3]=[CH:4][C:5]([N+:9]([O-:11])=[O:10])=[C:6]([CH:8]=1)[NH2:7].O[CH2:13][CH:14]([CH2:16]O)O.[Na+].[N+](C1C=C(S([O-])(=O)=O)C=CC=1)([O-])=O.OS(O)(=O)=O.O. Given the product [F:1][C:2]1[CH:3]=[CH:4][C:5]([N+:9]([O-:11])=[O:10])=[C:6]2[C:8]=1[CH:13]=[CH:14][CH:16]=[N:7]2, predict the reactants needed to synthesize it. (5) Given the product [CH:26]([NH:24][C:16]([C:18]1[CH:23]=[CH:22][CH:21]=[CH:20][CH:19]=1)([CH3:17])[CH3:15])([CH3:28])[CH3:25], predict the reactants needed to synthesize it. The reactants are: C(O[BH-](OC(=O)C)OC(=O)C)(=O)C.[Na+].[CH3:15][C:16]([NH2:24])([C:18]1[CH:23]=[CH:22][CH:21]=[CH:20][CH:19]=1)[CH3:17].[CH3:25][C:26]([CH3:28])=O.